This data is from Merck oncology drug combination screen with 23,052 pairs across 39 cell lines. The task is: Regression. Given two drug SMILES strings and cell line genomic features, predict the synergy score measuring deviation from expected non-interaction effect. (1) Cell line: SKMES1. Drug 1: O=C(O)C1(Cc2cccc(Nc3nccs3)n2)CCC(Oc2cccc(Cl)c2F)CC1. Drug 2: CC(C)CC(NC(=O)C(Cc1ccccc1)NC(=O)c1cnccn1)B(O)O. Synergy scores: synergy=-21.7. (2) Drug 1: CN1C(=O)C=CC2(C)C3CCC4(C)C(NC(=O)OCC(F)(F)F)CCC4C3CCC12. Drug 2: C#Cc1cccc(Nc2ncnc3cc(OCCOC)c(OCCOC)cc23)c1. Cell line: UACC62. Synergy scores: synergy=22.8. (3) Drug 1: NC(=O)c1cccc2cn(-c3ccc(C4CCCNC4)cc3)nc12. Drug 2: CC(C)CC(NC(=O)C(Cc1ccccc1)NC(=O)c1cnccn1)B(O)O. Cell line: SW837. Synergy scores: synergy=-154. (4) Drug 1: CCN(CC)CCNC(=O)c1c(C)[nH]c(C=C2C(=O)Nc3ccc(F)cc32)c1C. Drug 2: CS(=O)(=O)CCNCc1ccc(-c2ccc3ncnc(Nc4ccc(OCc5cccc(F)c5)c(Cl)c4)c3c2)o1. Cell line: RPMI7951. Synergy scores: synergy=9.70. (5) Drug 1: CC1CC2C3CCC4=CC(=O)C=CC4(C)C3(F)C(O)CC2(C)C1(O)C(=O)CO. Drug 2: COC1CC2CCC(C)C(O)(O2)C(=O)C(=O)N2CCCCC2C(=O)OC(C(C)CC2CCC(OP(C)(C)=O)C(OC)C2)CC(=O)C(C)C=C(C)C(O)C(OC)C(=O)C(C)CC(C)C=CC=CC=C1C. Cell line: NCIH460. Synergy scores: synergy=8.29. (6) Drug 1: O=C(O)C1(Cc2cccc(Nc3nccs3)n2)CCC(Oc2cccc(Cl)c2F)CC1. Drug 2: NC1CCCCC1N.O=C(O)C(=O)O.[Pt+2]. Cell line: HT29. Synergy scores: synergy=4.48. (7) Drug 1: NC(=O)c1cccc2cn(-c3ccc(C4CCCNC4)cc3)nc12. Drug 2: O=C(NOCC(O)CO)c1ccc(F)c(F)c1Nc1ccc(I)cc1F. Cell line: UWB1289BRCA1. Synergy scores: synergy=20.6.